Task: Predict the reaction yield, written as a fraction of the theoretical maximum amount of product (1.0 means a 100% yield; for example, 0.34 means a 34% yield).. Dataset: Reaction yield outcomes from USPTO patents with 853,638 reactions (1) The catalyst is O1CCCC1. The reactants are [H-].[Na+].[CH2:3]([OH:8])[CH2:4][CH2:5][CH:6]=[CH2:7].Cl[C:10]1[N:15]=[C:14](Cl)[N:13]=[C:12](Cl)[N:11]=1.[OH2:18]. The yield is 0.600. The product is [CH2:3]([O:8][C:10]1[N:15]=[C:14]([O:18][CH2:7][CH2:6][CH2:5][CH:4]=[CH2:3])[N:13]=[C:12]([O:8][CH2:3][CH2:4][CH2:5][CH:6]=[CH2:7])[N:11]=1)[CH2:4][CH2:5][CH:6]=[CH2:7]. (2) The product is [C:15]1([C:21]2[C:29]3[S:28][C:27]4[C:30]([C:2]5[CH:3]=[CH:4][C:5]6[NH:6][C:7]7[C:12]([C:13]=6[CH:14]=5)=[CH:11][CH:10]=[CH:9][CH:8]=7)=[CH:31][CH:32]=[CH:33][C:26]=4[C:25]=3[CH:24]=[CH:23][CH:22]=2)[CH:16]=[CH:17][CH:18]=[CH:19][CH:20]=1. The catalyst is C([O-])(=O)C.[Pd+2].C([O-])(=O)C.C(O)C.C1(C)C=CC=CC=1. The yield is 0.590. The reactants are Br[C:2]1[CH:3]=[CH:4][C:5]2[NH:6][C:7]3[C:12]([C:13]=2[CH:14]=1)=[CH:11][CH:10]=[CH:9][CH:8]=3.[C:15]1([C:21]2[C:29]3[S:28][C:27]4[C:30](B(O)O)=[CH:31][CH:32]=[CH:33][C:26]=4[C:25]=3[CH:24]=[CH:23][CH:22]=2)[CH:20]=[CH:19][CH:18]=[CH:17][CH:16]=1.CC1C=CC=CC=1P(C1C=CC=CC=1C)C1C=CC=CC=1C.C(=O)([O-])[O-].[Na+].[Na+]. (3) The reactants are [CH3:1][O:2][C:3]1[CH:4]=[C:5]([C:9]2[N:13]([CH2:14][O:15][CH2:16][CH2:17][Si:18]([CH3:21])([CH3:20])[CH3:19])[CH:12]=[N:11][CH:10]=2)[CH:6]=[CH:7][CH:8]=1.[Li]CCCC.CN([CH:30]=[O:31])C. No catalyst specified. The product is [CH3:1][O:2][C:3]1[CH:4]=[C:5]([C:9]2[N:13]([CH2:14][O:15][CH2:16][CH2:17][Si:18]([CH3:20])([CH3:19])[CH3:21])[C:12]([CH:30]=[O:31])=[N:11][CH:10]=2)[CH:6]=[CH:7][CH:8]=1. The yield is 0.220. (4) The reactants are [OH-].[Li+].CO.[S:5]1[CH:9]=[CH:8][C:7]2[C:10]([N:14]3[CH2:19][CH2:18][N:17]([CH2:20][CH2:21][CH2:22][O:23][C:24]4[C:33]5[C:28](=[CH:29][CH:30]=[CH:31][CH:32]=5)[N:27]=[C:26]([C:34]([O:36]CC)=[O:35])[CH:25]=4)[CH2:16][CH2:15]3)=[CH:11][CH:12]=[CH:13][C:6]1=2.[ClH:39]. The catalyst is O. The product is [ClH:39].[S:5]1[CH:9]=[CH:8][C:7]2[C:10]([N:14]3[CH2:19][CH2:18][N:17]([CH2:20][CH2:21][CH2:22][O:23][C:24]4[C:33]5[C:28](=[CH:29][CH:30]=[CH:31][CH:32]=5)[N:27]=[C:26]([C:34]([OH:36])=[O:35])[CH:25]=4)[CH2:16][CH2:15]3)=[CH:11][CH:12]=[CH:13][C:6]1=2. The yield is 0.980. (5) The product is [OH:26][NH:25][C:53]([C:47]1([CH2:46][S:43]([N:40]2[CH2:39][CH2:38][N:37]([C:34]3[CH:35]=[CH:36][C:31]([Br:30])=[CH:32][CH:33]=3)[CH2:42][CH2:41]2)(=[O:44])=[O:45])[CH2:48][CH2:49][O:50][CH2:51][CH2:52]1)=[O:54]. No catalyst specified. The reactants are O1C=CC=C1C1C=CC(N2CCN(S(CC(C(C)C)C([NH:25][OH:26])=O)(=O)=O)CC2)=CC=1.[Br:30][C:31]1[CH:36]=[CH:35][C:34]([N:37]2[CH2:42][CH2:41][N:40]([S:43]([CH2:46][C:47]3([C:53](O)=[O:54])[CH2:52][CH2:51][O:50][CH2:49][CH2:48]3)(=[O:45])=[O:44])[CH2:39][CH2:38]2)=[CH:33][CH:32]=1. The yield is 0.870. (6) The reactants are [CH:1]([O:4][C:5]1[CH:14]=[CH:13][C:12]([N+:15]([O-:17])=[O:16])=[CH:11][C:6]=1[C:7]([O:9]C)=[O:8])([CH3:3])[CH3:2].[Li+].[OH-].Cl. The catalyst is C1COCC1.O. The product is [CH:1]([O:4][C:5]1[CH:14]=[CH:13][C:12]([N+:15]([O-:17])=[O:16])=[CH:11][C:6]=1[C:7]([OH:9])=[O:8])([CH3:3])[CH3:2]. The yield is 0.925. (7) The reactants are [F:1][C:2]1[CH:7]=[CH:6][C:5]([O:8][CH3:9])=[C:4](Br)[CH:3]=1.C([Li])CCC.[CH2:16]([O:20][CH2:21][C:22]1[CH:27]=[CH:26][CH:25]=[CH:24][CH:23]=1)[C@H:17]1[O:19][CH2:18]1. The catalyst is O1CCCC1.[Cu]Br.CSC.B(F)(F)F.CCOCC. The product is [CH2:21]([O:20][CH2:16][C@@H:17]([OH:19])[CH2:18][C:4]1[CH:3]=[C:2]([F:1])[CH:7]=[CH:6][C:5]=1[O:8][CH3:9])[C:22]1[CH:27]=[CH:26][CH:25]=[CH:24][CH:23]=1. The yield is 0.700.